Dataset: Full USPTO retrosynthesis dataset with 1.9M reactions from patents (1976-2016). Task: Predict the reactants needed to synthesize the given product. (1) Given the product [CH2:1]([N:8]1[CH2:13][CH2:12][CH:11]([N:14]2[C:15]3[C:16]4[CH:26]=[CH:25][N:24]([CH2:27][O:28][CH2:29][CH2:30][Si:31]([CH3:34])([CH3:33])[CH3:32])[C:17]=4[N:18]=[CH:19][C:20]=3[C:21](=[O:22])[NH:23][C:35]2=[O:36])[CH2:10][CH2:9]1)[C:2]1[CH:7]=[CH:6][CH:5]=[CH:4][CH:3]=1, predict the reactants needed to synthesize it. The reactants are: [CH2:1]([N:8]1[CH2:13][CH2:12][CH:11]([NH:14][C:15]2[C:20]([C:21]([NH2:23])=[O:22])=[CH:19][N:18]=[C:17]3[N:24]([CH2:27][O:28][CH2:29][CH2:30][Si:31]([CH3:34])([CH3:33])[CH3:32])[CH:25]=[CH:26][C:16]=23)[CH2:10][CH2:9]1)[C:2]1[CH:7]=[CH:6][CH:5]=[CH:4][CH:3]=1.[C:35](N1C=CN=C1)(N1C=CN=C1)=[O:36].[Cl-].[Na+]. (2) The reactants are: [CH3:1][C:2]1[CH:7]=[CH:6][C:5]([C:8]2[CH:13]=[C:12]([C:14]([N:16]3[CH2:20][CH2:19][CH2:18][CH2:17]3)=[O:15])[CH:11]=[C:10]([C:21](O)=[O:22])[CH:9]=2)=[CH:4][CH:3]=1.Cl.[Cl:25][C:26]1[N:30]([CH3:31])[N:29]=[CH:28][C:27]=1[C@H:32]([NH2:34])[CH3:33].F[P-](F)(F)(F)(F)F.C[N+](C)=C(N(C)C)ON1C2N=CC=CC=2N=N1.C(N(CC)C(C)C)(C)C. Given the product [Cl:25][C:26]1[N:30]([CH3:31])[N:29]=[CH:28][C:27]=1[C@H:32]([NH:34][C:21]([C:10]1[CH:9]=[C:8]([C:5]2[CH:4]=[CH:3][C:2]([CH3:1])=[CH:7][CH:6]=2)[CH:13]=[C:12]([C:14]([N:16]2[CH2:20][CH2:19][CH2:18][CH2:17]2)=[O:15])[CH:11]=1)=[O:22])[CH3:33], predict the reactants needed to synthesize it. (3) The reactants are: [CH3:1][O:2][C:3]1[CH:8]=[CH:7][C:6]([CH2:9][C:10](O)=[O:11])=[CH:5][C:4]=1[O:13][CH2:14][CH2:15][CH2:16][O:17][CH3:18].O=S(Cl)[Cl:21]. Given the product [CH3:1][O:2][C:3]1[CH:8]=[CH:7][C:6]([CH2:9][C:10]([Cl:21])=[O:11])=[CH:5][C:4]=1[O:13][CH2:14][CH2:15][CH2:16][O:17][CH3:18], predict the reactants needed to synthesize it. (4) Given the product [C:1]([O:5][C:6]([C:8]1[S:9][C:10]([CH2:13][C:14]([C:17]([O:19][CH2:20][C:21]2[CH:22]=[CH:23][CH:24]=[CH:25][CH:26]=2)=[O:18])([CH2:38][CH3:39])[CH2:15][CH3:16])=[CH:11][CH:12]=1)=[O:7])([CH3:2])([CH3:3])[CH3:4], predict the reactants needed to synthesize it. The reactants are: [C:1]([O:5][C:6]([C:8]1[S:9][C:10]([CH2:13][CH:14]([C:17]([O:19][CH2:20][C:21]2[CH:26]=[CH:25][CH:24]=[CH:23][CH:22]=2)=[O:18])[CH2:15][CH3:16])=[CH:11][CH:12]=1)=[O:7])([CH3:4])([CH3:3])[CH3:2].C[Si]([N-][Si](C)(C)C)(C)C.[Li+].O1CC[CH2:39][CH2:38]1.C(I)C. (5) Given the product [CH3:51][C:50]([CH3:52])([CH3:53])[C:40]([N:22]1[CH2:23][CH2:24][C:19]([C:25]2[CH:26]=[C:27]([CH2:31][OH:32])[CH:28]=[CH:29][CH:30]=2)([CH2:18][CH2:17][N:16]2[C@H:11]3[CH2:12][CH2:13][C@@H:14]2[CH2:15][CH:9]([N:8]2[C:7]4[CH:33]=[CH:34][CH:35]=[CH:36][C:6]=4[N:5]=[C:4]2[CH3:3])[CH2:10]3)[CH2:20][CH2:21]1)=[O:41], predict the reactants needed to synthesize it. The reactants are: Cl.Cl.[CH3:3][C:4]1[N:8]([CH:9]2[CH2:15][C@H:14]3[N:16]([CH2:17][CH2:18][C:19]4([C:25]5[CH:26]=[C:27]([CH2:31][OH:32])[CH:28]=[CH:29][CH:30]=5)[CH2:24][CH2:23][NH:22][CH2:21][CH2:20]4)[C@H:11]([CH2:12][CH2:13]3)[CH2:10]2)[C:7]2[CH:33]=[CH:34][CH:35]=[CH:36][C:6]=2[N:5]=1.CC(C)C[C:40](Cl)=[O:41].CCN([CH:50]([CH3:52])[CH3:51])C(C)C.[CH2:53](Cl)Cl. (6) Given the product [Br:1][C:2]1[CH:7]=[CH:6][C:5]([NH:8][C:9]([C:11]2[NH:12][C:13]([C:18]([OH:21])([CH3:20])[CH3:19])=[C:14]([C:16]#[N:17])[N:15]=2)=[O:10])=[C:4]([C:30]2[CH2:35][CH2:34][CH2:33][CH2:32][CH:31]=2)[CH:3]=1, predict the reactants needed to synthesize it. The reactants are: [Br:1][C:2]1[CH:7]=[CH:6][C:5]([NH:8][C:9]([C:11]2[N:12](COCC[Si](C)(C)C)[C:13]([C:18]([OH:21])([CH3:20])[CH3:19])=[C:14]([C:16]#[N:17])[N:15]=2)=[O:10])=[C:4]([C:30]2[CH2:35][CH2:34][CH2:33][CH2:32][CH:31]=2)[CH:3]=1.[F-].CCOC(C)=O. (7) Given the product [Cl:13][C:4]1[C:3]2=[N:8][CH:9]=[CH:10][N:2]2[N:1]=[CH:6][N:5]=1, predict the reactants needed to synthesize it. The reactants are: [N:1]1[N:2]2[CH:10]=[CH:9][N:8]=[C:3]2[C:4](=O)[NH:5][CH:6]=1.O=P(Cl)(Cl)[Cl:13].